From a dataset of NCI-60 drug combinations with 297,098 pairs across 59 cell lines. Regression. Given two drug SMILES strings and cell line genomic features, predict the synergy score measuring deviation from expected non-interaction effect. (1) Drug 1: CC1=CC=C(C=C1)C2=CC(=NN2C3=CC=C(C=C3)S(=O)(=O)N)C(F)(F)F. Drug 2: CS(=O)(=O)CCNCC1=CC=C(O1)C2=CC3=C(C=C2)N=CN=C3NC4=CC(=C(C=C4)OCC5=CC(=CC=C5)F)Cl. Cell line: SF-268. Synergy scores: CSS=1.16, Synergy_ZIP=4.39, Synergy_Bliss=5.92, Synergy_Loewe=0.642, Synergy_HSA=0.104. (2) Drug 1: CC(CN1CC(=O)NC(=O)C1)N2CC(=O)NC(=O)C2. Drug 2: CC(C)NC(=O)C1=CC=C(C=C1)CNNC.Cl. Cell line: NCI-H522. Synergy scores: CSS=13.6, Synergy_ZIP=-3.75, Synergy_Bliss=0.544, Synergy_Loewe=-1.88, Synergy_HSA=-0.632. (3) Drug 1: C1=CC(=C2C(=C1NCCNCCO)C(=O)C3=C(C=CC(=C3C2=O)O)O)NCCNCCO. Drug 2: CN(C)C1=NC(=NC(=N1)N(C)C)N(C)C. Cell line: HT29. Synergy scores: CSS=38.9, Synergy_ZIP=6.15, Synergy_Bliss=8.80, Synergy_Loewe=-31.3, Synergy_HSA=4.24. (4) Drug 1: CC12CCC3C(C1CCC2=O)CC(=C)C4=CC(=O)C=CC34C. Drug 2: CCC1=C2CN3C(=CC4=C(C3=O)COC(=O)C4(CC)O)C2=NC5=C1C=C(C=C5)O. Cell line: HCC-2998. Synergy scores: CSS=25.6, Synergy_ZIP=-3.73, Synergy_Bliss=-2.87, Synergy_Loewe=-6.13, Synergy_HSA=-2.17.